This data is from Full USPTO retrosynthesis dataset with 1.9M reactions from patents (1976-2016). The task is: Predict the reactants needed to synthesize the given product. (1) Given the product [Cl:3][C:4]1[CH:5]=[C:6]([C:14]2[O:18][N:17]=[C:16]([C:19]3[CH:27]=[CH:26][CH:25]=[C:24]4[C:20]=3[CH:21]=[N:22][N:23]4[CH2:28][CH:29]([CH3:34])[C:30]([OH:32])=[O:31])[N:15]=2)[CH:7]=[CH:8][C:9]=1[O:10][CH:11]([CH3:13])[CH3:12], predict the reactants needed to synthesize it. The reactants are: [OH-].[Na+].[Cl:3][C:4]1[CH:5]=[C:6]([C:14]2[O:18][N:17]=[C:16]([C:19]3[CH:27]=[CH:26][CH:25]=[C:24]4[C:20]=3[CH:21]=[N:22][N:23]4[CH2:28][CH:29]([CH3:34])[C:30]([O:32]C)=[O:31])[N:15]=2)[CH:7]=[CH:8][C:9]=1[O:10][CH:11]([CH3:13])[CH3:12].Cl. (2) Given the product [O:1]=[C:2]([C:7]1[CH:8]=[C:9]2[C:32](=[CH:33][CH:34]=1)[C:13]1=[N:14][O:15][C:16]([C:17]3[C:21]([C:22]([F:23])([F:25])[F:24])=[C:20]([C:26]4[CH:27]=[CH:28][CH:29]=[CH:30][CH:31]=4)[O:19][N:18]=3)=[C:12]1[CH2:11][CH2:10]2)[C:3]([O:5][CH3:6])=[O:4], predict the reactants needed to synthesize it. The reactants are: [OH:1][CH:2]([C:7]1[CH:8]=[C:9]2[C:32](=[CH:33][CH:34]=1)[C:13]1=[N:14][O:15][C:16]([C:17]3[C:21]([C:22]([F:25])([F:24])[F:23])=[C:20]([C:26]4[CH:31]=[CH:30][CH:29]=[CH:28][CH:27]=4)[O:19][N:18]=3)=[C:12]1[CH2:11][CH2:10]2)[C:3]([O:5][CH3:6])=[O:4].ClN1C(=O)N(Cl)C(=O)N(Cl)C1=O.CC1(C)N([O])C(C)(C)CCC1. (3) Given the product [CH3:1][N:2]1[CH2:3][CH2:4][N:5]([C:8]([NH:10][CH2:11][C:12]([OH:14])=[O:13])=[O:9])[CH2:6][CH2:7]1, predict the reactants needed to synthesize it. The reactants are: [CH3:1][N:2]1[CH2:7][CH2:6][N:5]([C:8]([NH:10][CH2:11][C:12]([O:14]CC2C=CC=CC=2)=[O:13])=[O:9])[CH2:4][CH2:3]1.[H][H].O. (4) Given the product [Br:12][C:13]1[CH:18]=[C:17]([Cl:19])[CH:16]=[CH:15][C:14]=1[CH2:20][N:1]1[C:9]2[C:4](=[CH:5][C:6]([CH:10]=[O:11])=[CH:7][CH:8]=2)[CH:3]=[N:2]1, predict the reactants needed to synthesize it. The reactants are: [NH:1]1[C:9]2[C:4](=[CH:5][C:6]([CH:10]=[O:11])=[CH:7][CH:8]=2)[CH:3]=[N:2]1.[Br:12][C:13]1[CH:18]=[C:17]([Cl:19])[CH:16]=[CH:15][C:14]=1[CH2:20]Br. (5) The reactants are: [CH3:1][S:2](Cl)(=[O:4])=[O:3].[Cl:6][C:7]1[N:12]=[C:11]([C:13]2[S:17][C:16]([N:18]3[CH2:23][CH2:22][NH:21][CH2:20][CH2:19]3)=[N:15][C:14]=2[C:24]2[C:25]([F:42])=[C:26]([NH:30][S:31]([C:34]3[CH:39]=[C:38]([F:40])[CH:37]=[CH:36][C:35]=3[F:41])(=[O:33])=[O:32])[CH:27]=[CH:28][CH:29]=2)[CH:10]=[CH:9][N:8]=1. Given the product [Cl:6][C:7]1[N:12]=[C:11]([C:13]2[S:17][C:16]([N:18]3[CH2:23][CH2:22][N:21]([S:2]([CH3:1])(=[O:4])=[O:3])[CH2:20][CH2:19]3)=[N:15][C:14]=2[C:24]2[C:25]([F:42])=[C:26]([NH:30][S:31]([C:34]3[CH:39]=[C:38]([F:40])[CH:37]=[CH:36][C:35]=3[F:41])(=[O:33])=[O:32])[CH:27]=[CH:28][CH:29]=2)[CH:10]=[CH:9][N:8]=1, predict the reactants needed to synthesize it. (6) Given the product [NH2:1][C:2]1[CH:3]=[N:4][CH:5]=[CH:6][C:7]=1[C:8]([O:10][CH2:18][CH3:19])=[O:9], predict the reactants needed to synthesize it. The reactants are: [NH2:1][C:2]1[CH:3]=[N:4][CH:5]=[CH:6][C:7]=1[C:8]([OH:10])=[O:9].S(=O)(=O)(O)O.[NH4+].[OH-].[CH2:18](O)[CH3:19]. (7) Given the product [N:49]1([C:43]([OH:44])=[O:46])[CH2:54][CH2:53][O:52][CH2:51][CH2:50]1, predict the reactants needed to synthesize it. The reactants are: CC1(C)C2C(=C(P(C3C=CC=CC=3)C3C=CC=CC=3)C=CC=2)OC2C(P(C3C=CC=CC=3)C3C=CC=CC=3)=CC=CC1=2.[C:43](=[O:46])([O-])[O-:44].[Cs+].[Cs+].[N:49]1(C(N)=O)[CH2:54][CH2:53][O:52][CH2:51][CH2:50]1.